Dataset: Reaction yield outcomes from USPTO patents with 853,638 reactions. Task: Predict the reaction yield, written as a fraction of the theoretical maximum amount of product (1.0 means a 100% yield; for example, 0.34 means a 34% yield). (1) The product is [F:1][C:2]1[CH:7]=[CH:6][C:5]([CH2:8][CH2:9][N:10]2[CH2:15][CH2:14][C:13]([CH3:18])([CH3:17])[CH:12]([CH2:19][NH2:20])[CH2:11]2)=[CH:4][CH:3]=1. No catalyst specified. The reactants are [F:1][C:2]1[CH:7]=[CH:6][C:5]([CH2:8][CH2:9][N:10]2[C:15](=O)[CH2:14][C:13]([CH3:18])([CH3:17])[CH:12]([C:19]#[N:20])[C:11]2=O)=[CH:4][CH:3]=1.B.O1CCCC1.Cl. The yield is 0.330. (2) The reactants are FC(F)(F)C(OC1C(F)=C(F)C(F)=C(F)C=1F)=O.[Cl:19][CH2:20][CH2:21][CH2:22][O:23][C:24]1[CH:33]=[C:32]2[C:27]([C:28]([NH:34][C:35]3[CH:39]=[C:38]([CH2:40][C:41]([OH:43])=O)[NH:37][N:36]=3)=[N:29][CH:30]=[N:31]2)=[CH:26][CH:25]=1.N1C=CC=CC=1.[F:50][C:51]1[CH:52]=[C:53]([CH:55]=[CH:56][CH:57]=1)[NH2:54].Cl. The product is [Cl:19][CH2:20][CH2:21][CH2:22][O:23][C:24]1[CH:33]=[C:32]2[C:27]([C:28]([NH:34][C:35]3[CH:39]=[C:38]([CH2:40][C:41]([NH:54][C:53]4[CH:55]=[CH:56][CH:57]=[C:51]([F:50])[CH:52]=4)=[O:43])[NH:37][N:36]=3)=[N:29][CH:30]=[N:31]2)=[CH:26][CH:25]=1. The yield is 0.940. The catalyst is CN(C)C=O. (3) The reactants are [Br:1][C:2]1[CH:7]=[CH:6][C:5]([C:8]2(OC)[CH2:10][CH2:9]2)=[CH:4][CH:3]=1.Cl[C:14]1C=C(Cl)C=C(Cl)[C:15]=1O.C([Zn]CC)C.C(I)I.BrC1C=CC(C(=C)CC)=CC=1. No catalyst specified. The product is [Br:1][C:2]1[CH:7]=[CH:6][C:5]([C:8]2([CH2:14][CH3:15])[CH2:10][CH2:9]2)=[CH:4][CH:3]=1. The yield is 0.850. (4) The reactants are [CH:1]1([CH:11]2[CH2:13][CH2:12]2)[CH2:3][CH:2]1[CH:4]1[CH2:9][CH2:8][CH2:7][CH2:6][CH:5]1[NH2:10].C(=O)([O-])[O-].[K+].[K+].[F:20][CH:21]([F:32])[C:22]1[C:26]([C:27](Cl)=[O:28])=[C:25]([F:30])[N:24]([CH3:31])[N:23]=1. The catalyst is C(#N)C. The product is [CH:1]1([CH:11]2[CH2:13][CH2:12]2)[CH2:3][CH:2]1[CH:4]1[CH2:9][CH2:8][CH2:7][CH2:6][CH:5]1[NH:10][C:27]([C:26]1[C:22]([CH:21]([F:32])[F:20])=[N:23][N:24]([CH3:31])[C:25]=1[F:30])=[O:28]. The yield is 0.330. (5) The reactants are [C:1]1(=[O:11])[C:10]2[C:5](=[CH:6][CH:7]=[CH:8][CH:9]=2)[CH2:4][CH2:3][CH2:2]1.CC([O-])(C)C.[K+].C(O)(C)(C)C. The catalyst is C(O)(C)C. The product is [C@H:1]1([OH:11])[C:10]2[C:5](=[CH:6][CH:7]=[CH:8][CH:9]=2)[CH2:4][CH2:3][CH2:2]1. The yield is 0.980.